This data is from Reaction yield outcomes from USPTO patents with 853,638 reactions. The task is: Predict the reaction yield, written as a fraction of the theoretical maximum amount of product (1.0 means a 100% yield; for example, 0.34 means a 34% yield). (1) The reactants are [C:1](O[K])(C)(C)C.P(=O)(OC=[N+]=[N-])OC.[CH3:15][N:16]1[CH2:20][CH2:19][CH2:18][C@H:17]1[C:21]1[CH:22]=[C:23]([CH:27]=O)[CH:24]=[N:25][CH:26]=1. The catalyst is C1COCC1. The product is [C:27]([C:23]1[CH:24]=[N:25][CH:26]=[C:21]([CH:17]2[CH2:18][CH2:19][CH2:20][N:16]2[CH3:15])[CH:22]=1)#[CH:1]. The yield is 0.510. (2) The reactants are C(OC([NH:8][C@@H:9]1[CH2:14][CH2:13][CH2:12][N:11]([C:15]2[C:20]([CH:21]3[CH2:23][CH2:22]3)=[CH:19][N:18]=[C:17]3[N:24](C(OC(C)(C)C)=O)[CH:25]=[C:26]([NH:27][C:28](=[O:32])[CH:29]([CH3:31])[CH3:30])[C:16]=23)[CH2:10]1)=O)(C)(C)C.C(O)(C(F)(F)F)=O.C(Cl)[Cl:48]. No catalyst specified. The product is [ClH:48].[NH2:8][C@@H:9]1[CH2:14][CH2:13][CH2:12][N:11]([C:15]2[C:20]([CH:21]3[CH2:22][CH2:23]3)=[CH:19][N:18]=[C:17]3[NH:24][CH:25]=[C:26]([NH:27][C:28](=[O:32])[CH:29]([CH3:30])[CH3:31])[C:16]=23)[CH2:10]1. The yield is 0.740. (3) The reactants are [Br:1][C:2]1[CH:7]=[CH:6][C:5]([NH:8][C:9](=[O:14])[C:10]([CH3:13])([CH3:12])[CH3:11])=[C:4]([C:15]2[C:20]([F:21])=[CH:19][CH:18]=[CH:17][N:16]=2)[CH:3]=1.C(OC(C(F)(F)F)=O)(C(F)(F)F)=O.[N+:35]([O-])([OH:37])=[O:36].CO. The catalyst is C(O)(C(F)(F)F)=O.O. The product is [Br:1][C:2]1[CH:7]=[C:6]([N+:35]([O-:37])=[O:36])[C:5]([NH:8][C:9](=[O:14])[C:10]([CH3:13])([CH3:12])[CH3:11])=[C:4]([C:15]2[C:20]([F:21])=[CH:19][CH:18]=[CH:17][N:16]=2)[CH:3]=1. The yield is 0.820. (4) The reactants are [CH3:1][C:2]1[N:7]=[C:6]([NH2:8])[CH:5]=[CH:4][N:3]=1.[Si:9]([O:16][CH2:17][C@@H:18]([N:27]1[CH:32]=[CH:31][C:30]([C:33]2[CH:38]=[CH:37][N:36]=[C:35](S(C)(=O)=O)[N:34]=2)=[CH:29][C:28]1=[O:43])[C:19]1[CH:24]=[CH:23][C:22]([Cl:25])=[C:21]([F:26])[CH:20]=1)([C:12]([CH3:15])([CH3:14])[CH3:13])([CH3:11])[CH3:10].O. The catalyst is C(O)(CC)C. The product is [Si:9]([O:16][CH2:17][C@@H:18]([N:27]1[CH:32]=[CH:31][C:30]([C:33]2[CH:38]=[CH:37][N:36]=[C:35]([NH:8][C:6]3[CH:5]=[CH:4][N:3]=[C:2]([CH3:1])[N:7]=3)[N:34]=2)=[CH:29][C:28]1=[O:43])[C:19]1[CH:24]=[CH:23][C:22]([Cl:25])=[C:21]([F:26])[CH:20]=1)([C:12]([CH3:15])([CH3:13])[CH3:14])([CH3:11])[CH3:10]. The yield is 0.320.